From a dataset of Full USPTO retrosynthesis dataset with 1.9M reactions from patents (1976-2016). Predict the reactants needed to synthesize the given product. (1) Given the product [Br:11][C:12]1[CH:19]=[CH:18][C:15]([CH2:16][O:10][C:6]2[CH:7]=[CH:8][CH:9]=[C:4]([N+:1]([O-:3])=[O:2])[CH:5]=2)=[CH:14][CH:13]=1, predict the reactants needed to synthesize it. The reactants are: [N+:1]([C:4]1[CH:5]=[C:6]([OH:10])[CH:7]=[CH:8][CH:9]=1)([O-:3])=[O:2].[Br:11][C:12]1[CH:19]=[CH:18][C:15]([CH2:16]Br)=[CH:14][CH:13]=1. (2) Given the product [N:39]1([O:34][C:33](=[O:35])[C:32]2[CH:31]=[CH:30][C:29]([C:27]3[N:26]=[C:24]4[N:23]([CH:28]=3)[N:22]=[C:21]([C:18]3[CH:17]=[CH:16][C:15]([N:12]5[CH2:11][CH2:10][CH:9]([O:8][CH2:7][CH2:6][CH2:5][CH2:4][CH2:3][O:2][CH3:1])[CH2:14][CH2:13]5)=[CH:20][CH:19]=3)[S:25]4)=[CH:37][CH:36]=2)[C:43]2[CH:44]=[CH:45][CH:46]=[CH:47][C:42]=2[N:41]=[N:40]1, predict the reactants needed to synthesize it. The reactants are: [CH3:1][O:2][CH2:3][CH2:4][CH2:5][CH2:6][CH2:7][O:8][CH:9]1[CH2:14][CH2:13][N:12]([C:15]2[CH:20]=[CH:19][C:18]([C:21]3[S:25][C:24]4=[N:26][C:27]([C:29]5[CH:37]=[CH:36][C:32]([C:33]([OH:35])=[O:34])=[CH:31][CH:30]=5)=[CH:28][N:23]4[N:22]=3)=[CH:17][CH:16]=2)[CH2:11][CH2:10]1.O[N:39]1[C:43]2[CH:44]=[CH:45][CH:46]=[CH:47][C:42]=2[N:41]=[N:40]1.Cl.C(N=C=NCCCN(C)C)C. (3) Given the product [OH:1][CH2:2][C:3]([CH2:8][OH:9])([CH2:6][OH:7])[CH2:4][OH:5].[CH:12]([O-:14])=[O:17], predict the reactants needed to synthesize it. The reactants are: [OH:1][CH2:2][C:3]([CH2:8][OH:9])([CH2:6][OH:7])[CH2:4][OH:5].C=O.[CH:12](=[O:14])C.[OH-].[Na+].[OH:17]CC(CO)(CO)C=O.